From a dataset of Reaction yield outcomes from USPTO patents with 853,638 reactions. Predict the reaction yield, written as a fraction of the theoretical maximum amount of product (1.0 means a 100% yield; for example, 0.34 means a 34% yield). (1) The reactants are Br[CH2:2][C:3]1[S:4][CH:5]=[C:6]([C:8]#[N:9])[N:7]=1.[N-:10]=[N+:11]=[N-:12].[Na+]. The catalyst is CN(C=O)C.O. The product is [N:10]([CH2:2][C:3]1[S:4][CH:5]=[C:6]([C:8]#[N:9])[N:7]=1)=[N+:11]=[N-:12]. The yield is 0.920. (2) The reactants are [O:1]1[CH:5]=[CH:4][CH:3]=[C:2]1[C:6]1[C:7]2[N:15]=[N:14][N:13]([CH2:16][C:17]3[CH:22]=[CH:21][CH:20]=[C:19]([CH2:23][OH:24])[N:18]=3)[C:8]=2[N:9]=[C:10]([NH2:12])[N:11]=1.[H-].[Na+].[CH2:27](Br)[CH:28]=[CH2:29]. The catalyst is CN(C=O)C. The product is [CH2:27]([O:24][CH2:23][C:19]1[N:18]=[C:17]([CH2:16][N:13]2[C:8]3[N:9]=[C:10]([N:12]([CH2:22][CH:17]=[CH2:16])[CH2:6][CH:2]=[CH2:3])[N:11]=[C:6]([C:2]4[O:1][CH:5]=[CH:4][CH:3]=4)[C:7]=3[N:15]=[N:14]2)[CH:22]=[CH:21][CH:20]=1)[CH:28]=[CH2:29]. The yield is 0.300.